This data is from Reaction yield outcomes from USPTO patents with 853,638 reactions. The task is: Predict the reaction yield, written as a fraction of the theoretical maximum amount of product (1.0 means a 100% yield; for example, 0.34 means a 34% yield). (1) The reactants are [H-].[Na+].[OH:3][CH:4]([CH2:8][S:9][CH3:10])[C:5]([OH:7])=[O:6].I[CH3:12]. The catalyst is CN(C=O)C. The product is [CH3:12][O:3][CH:4]([CH2:8][S:9][CH3:10])[C:5]([OH:7])=[O:6]. The yield is 0.457. (2) The reactants are CCC(C)[BH-](C(C)CC)C(C)CC.[Li+].[CH3:15][Si:16]([CH3:25])([CH3:24])[CH:17]1[CH2:22][CH2:21][C:20](=[O:23])[CH2:19][CH2:18]1. The catalyst is C1COCC1. The product is [CH3:15][Si:16]([CH3:25])([CH3:24])[C@@H:17]1[CH2:22][CH2:21][C@H:20]([OH:23])[CH2:19][CH2:18]1. The yield is 0.510. (3) The reactants are [C:1]([C:5]1[CH:10]=[C:9]([Br:11])[C:8]([N+:12]([O-:14])=[O:13])=[CH:7][C:6]=1[OH:15])([CH3:4])([CH3:3])[CH3:2].C([O-])([O-])=O.[Cs+].[Cs+].[CH2:22](Br)[C:23]1[CH:28]=[CH:27][CH:26]=[CH:25][CH:24]=1. The catalyst is CN(C=O)C.O. The product is [C:1]([C:5]1[CH:10]=[C:9]([Br:11])[C:8]([N+:12]([O-:14])=[O:13])=[CH:7][C:6]=1[O:15][CH2:22][C:23]1[CH:28]=[CH:27][CH:26]=[CH:25][CH:24]=1)([CH3:4])([CH3:2])[CH3:3]. The yield is 0.940. (4) The reactants are C(#N)C.C(=O)([O-])[O-].[K+].[K+].[Cl:10][C:11]1[S:15][C:14]([C:16]2[C:20](B3OC(C)(C)C(C)(C)O3)=[CH:19][N:18]([CH2:30][CH:31]([CH3:33])[CH3:32])[N:17]=2)=[CH:13][CH:12]=1.[NH2:34][C:35]1[CH:40]=[C:39](Cl)[N:38]=[CH:37][N:36]=1. The yield is 0.0500. The product is [Cl:10][C:11]1[S:15][C:14]([C:16]2[C:20]([C:39]3[N:38]=[CH:37][N:36]=[C:35]([NH2:34])[CH:40]=3)=[CH:19][N:18]([CH2:30][CH:31]([CH3:32])[CH3:33])[N:17]=2)=[CH:13][CH:12]=1. The catalyst is O. (5) The reactants are [CH3:1][N:2]1[C:11]2[CH:10]=[CH:9][CH:8]=[CH:7][C:6]=2[CH:5]2[NH:12][CH2:13][CH2:14][CH:4]2[CH:3]1[C:15]1[CH:20]=[CH:19][CH:18]=[CH:17][CH:16]=1.[C:21]([NH:29][C@@H:30]1[CH2:35][CH2:34][CH2:33][CH2:32][C@@H:31]1[C:36](O)=[O:37])(=[O:28])[C:22]1[CH:27]=[CH:26][CH:25]=[CH:24][CH:23]=1.CCN=C=NCCCN(C)C.C1C=CC2N(O)N=NC=2C=1.C(=O)([O-])O.[Na+]. The catalyst is O1CCCC1.C(#N)C. The product is [CH3:1][N:2]1[C:11]2[CH:10]=[CH:9][CH:8]=[CH:7][C:6]=2[C@@H:5]2[N:12]([C:36]([C@H:31]3[CH2:32][CH2:33][CH2:34][CH2:35][C@H:30]3[NH:29][C:21](=[O:28])[C:22]3[CH:23]=[CH:24][CH:25]=[CH:26][CH:27]=3)=[O:37])[CH2:13][CH2:14][C@@H:4]2[C@@H:3]1[C:15]1[CH:20]=[CH:19][CH:18]=[CH:17][CH:16]=1. The yield is 0.840.